Task: Predict the product of the given reaction.. Dataset: Forward reaction prediction with 1.9M reactions from USPTO patents (1976-2016) (1) Given the reactants [Cl:1][C:2]1[CH:7]=[C:6](Cl)[N:5]=[C:4]([NH2:9])[N:3]=1.[Br-].[CH:11]12[CH2:20][CH:15]3[CH2:16][CH:17]([CH2:19][CH:13]([CH2:14]3)[CH:12]1[Zn+])[CH2:18]2, predict the reaction product. The product is: [CH:11]12[CH2:20][CH:15]3[CH2:16][CH:17]([CH2:19][CH:13]([CH2:14]3)[CH:12]1[C:6]1[CH:7]=[C:2]([Cl:1])[N:3]=[C:4]([NH2:9])[N:5]=1)[CH2:18]2. (2) Given the reactants [NH2:1][C:2]1[CH:3]=[C:4]2[C:17](=[CH:18][CH:19]=1)[CH2:16][C:6]1([C:14]3[C:9](=[N:10][CH:11]=[CH:12][CH:13]=3)[NH:8][C:7]1=[O:15])[CH2:5]2.[O:20]=[C:21]1[CH2:30][CH:29]2[CH2:31][N:32]([CH2:33][C:34]([O-])=[O:35])[C:27]3[C:28]2=[C:23]([CH:24]=[CH:25][CH:26]=3)[NH:22]1.[Li+].C(Cl)CCl.C1C=CC2N(O)N=NC=2C=1.C(N(CC)C(C)C)(C)C, predict the reaction product. The product is: [O:20]=[C:21]1[CH2:30][CH:29]2[CH2:31][N:32]([CH2:33][C:34]([NH:1][C:2]3[CH:3]=[C:4]4[C:17](=[CH:18][CH:19]=3)[CH2:16][C:6]3([C:14]5[C:9](=[N:10][CH:11]=[CH:12][CH:13]=5)[NH:8][C:7]3=[O:15])[CH2:5]4)=[O:35])[C:27]3[C:28]2=[C:23]([CH:24]=[CH:25][CH:26]=3)[NH:22]1. (3) Given the reactants [CH3:1][C:2]1[NH:3][C:4]([NH2:7])=[N:5][N:6]=1.[C:8]1(=O)[CH2:11][CH2:10][CH2:9]1.C([BH3-])#N.[Na+].O, predict the reaction product. The product is: [CH:8]1([NH:7][C:4]2[NH:3][C:2]([CH3:1])=[N:6][N:5]=2)[CH2:11][CH2:10][CH2:9]1.